This data is from NCI-60 drug combinations with 297,098 pairs across 59 cell lines. The task is: Regression. Given two drug SMILES strings and cell line genomic features, predict the synergy score measuring deviation from expected non-interaction effect. (1) Drug 1: C1=CC(=CC=C1CCC2=CNC3=C2C(=O)NC(=N3)N)C(=O)NC(CCC(=O)O)C(=O)O. Cell line: PC-3. Drug 2: C1=C(C(=O)NC(=O)N1)F. Synergy scores: CSS=53.8, Synergy_ZIP=-4.47, Synergy_Bliss=-7.58, Synergy_Loewe=-2.46, Synergy_HSA=-0.000172. (2) Drug 1: CN(C)C1=NC(=NC(=N1)N(C)C)N(C)C. Drug 2: COC1=C2C(=CC3=C1OC=C3)C=CC(=O)O2. Cell line: OVCAR-8. Synergy scores: CSS=-4.12, Synergy_ZIP=3.17, Synergy_Bliss=3.08, Synergy_Loewe=-1.71, Synergy_HSA=-2.34.